Task: Predict the reactants needed to synthesize the given product.. Dataset: Full USPTO retrosynthesis dataset with 1.9M reactions from patents (1976-2016) (1) Given the product [CH3:19][N:18]([CH3:20])[CH2:17][CH2:16][N:6]1[CH:7]=[CH:8][C:4]([N+:1]([O-:3])=[O:2])=[CH:5]1, predict the reactants needed to synthesize it. The reactants are: [N+:1]([C:4]1[CH:8]=[CH:7][NH:6][CH:5]=1)([O-:3])=[O:2].C(=O)([O-])[O-].[Cs+].[Cs+].Cl[CH2:16][CH2:17][N:18]([CH3:20])[CH3:19]. (2) The reactants are: [CH3:1][O:2][C:3]1[CH:4]=[C:5]2[C:10](=[CH:11][C:12]=1[O:13][CH3:14])[N:9]=[CH:8][CH:7]=[C:6]2[O:15][C:16]1[CH:22]=[CH:21][C:19]([NH2:20])=[CH:18][CH:17]=1.[C:23]1([CH3:29])[CH:28]=[CH:27][CH:26]=[CH:25][CH:24]=1.C(N(CC)CC)C.Cl[C:38](Cl)([O:40][C:41](=O)OC(Cl)(Cl)Cl)Cl.CC1C=CC(C[SH:55])=CC=1. Given the product [CH3:1][O:2][C:3]1[CH:4]=[C:5]2[C:10](=[CH:11][C:12]=1[O:13][CH3:14])[N:9]=[CH:8][CH:7]=[C:6]2[O:15][C:16]1[CH:22]=[CH:21][C:19]([NH:20][C:38](=[S:55])[O:40][CH2:41][C:26]2[CH:27]=[CH:28][C:23]([CH3:29])=[CH:24][CH:25]=2)=[CH:18][CH:17]=1, predict the reactants needed to synthesize it. (3) Given the product [F:25][C:22]1[CH:23]=[CH:24][C:19]([S:16]([N:15]2[C:9]3[CH:8]=[C:7]([NH2:6])[N:12]=[CH:11][C:10]=3[CH:13]=[N:14]2)(=[O:18])=[O:17])=[CH:20][CH:21]=1, predict the reactants needed to synthesize it. The reactants are: COC1C=C(OC)C=CC=1C[NH:6][C:7]1[N:12]=[CH:11][C:10]2[CH:13]=[N:14][N:15]([S:16]([C:19]3[CH:24]=[CH:23][C:22]([F:25])=[CH:21][CH:20]=3)(=[O:18])=[O:17])[C:9]=2[CH:8]=1. (4) Given the product [OH:18][CH2:17][CH2:16][CH2:15][CH2:14][CH2:13][C:12]([NH:21][C@@H:22]1[CH2:27][CH2:26][CH2:25][CH2:24][C@@H:23]1[C:28]([N:30]1[C@@H:42]2[C@@H:33]([C@H:34]([C:43]3[CH:48]=[CH:47][CH:46]=[CH:45][CH:44]=3)[NH:35][C:36]3[CH:37]=[CH:38][CH:39]=[CH:40][C:41]=32)[CH2:32][CH2:31]1)=[O:29])=[O:11], predict the reactants needed to synthesize it. The reactants are: [Cl-].[Ca+2].[Cl-].[BH4-].[Na+].O1CCCC1.[O:11]=[C:12]([NH:21][C@@H:22]1[CH2:27][CH2:26][CH2:25][CH2:24][C@@H:23]1[C:28]([N:30]1[C@@H:42]2[C@@H:33]([C@H:34]([C:43]3[CH:48]=[CH:47][CH:46]=[CH:45][CH:44]=3)[NH:35][C:36]3[CH:37]=[CH:38][CH:39]=[CH:40][C:41]=32)[CH2:32][CH2:31]1)=[O:29])[CH2:13][CH2:14][CH2:15][CH2:16][C:17](OC)=[O:18]. (5) The reactants are: [Cl:1][C:2]1[CH:10]=[C:9]2[C:5]([C:6]([CH2:23][CH2:24][CH2:25][O:26][C:27]3[CH:32]=[C:31]([CH3:33])[C:30]([Cl:34])=[C:29]([CH3:35])[CH:28]=3)=[C:7]([C:11]([NH:13][S:14]([CH:17]3[CH2:22][CH2:21][NH:20][CH2:19][CH2:18]3)(=[O:16])=[O:15])=[O:12])[NH:8]2)=[CH:4][CH:3]=1.C(Cl)CCl.C1C=CC2N(O)N=NC=2C=1.[C:50](O)(=[O:59])[CH2:51][CH2:52][C:53]1[CH:58]=[CH:57][CH:56]=[CH:55][CH:54]=1. Given the product [Cl:1][C:2]1[CH:10]=[C:9]2[C:5]([C:6]([CH2:23][CH2:24][CH2:25][O:26][C:27]3[CH:32]=[C:31]([CH3:33])[C:30]([Cl:34])=[C:29]([CH3:35])[CH:28]=3)=[C:7]([C:11]([NH:13][S:14]([CH:17]3[CH2:18][CH2:19][N:20]([C:50](=[O:59])[CH2:51][CH2:52][C:53]4[CH:58]=[CH:57][CH:56]=[CH:55][CH:54]=4)[CH2:21][CH2:22]3)(=[O:15])=[O:16])=[O:12])[NH:8]2)=[CH:4][CH:3]=1, predict the reactants needed to synthesize it. (6) Given the product [OH:19][CH2:20][CH2:21][NH:22][C:2]1[CH:17]=[C:6]2[C:7]3[C:12]([CH2:13][CH2:14][N:5]2[C:4](=[O:18])[N:3]=1)=[CH:11][C:10]([O:15][CH3:16])=[CH:9][CH:8]=3, predict the reactants needed to synthesize it. The reactants are: Cl[C:2]1[CH:17]=[C:6]2[C:7]3[C:12]([CH2:13][CH2:14][N:5]2[C:4](=[O:18])[N:3]=1)=[CH:11][C:10]([O:15][CH3:16])=[CH:9][CH:8]=3.[OH:19][CH2:20][CH2:21][NH2:22]. (7) Given the product [CH2:20]([O:27][C:28]1[CH:29]=[C:30]([NH:31][C:2]2[C:7]([C:8]#[N:9])=[CH:6][N:5]=[CH:4][C:3]=2[C:10]2[CH:15]=[CH:14][C:13]([O:16][CH3:17])=[C:12]([O:18][CH3:19])[CH:11]=2)[CH:32]=[CH:33][C:34]=1[Cl:35])[C:21]1[CH:22]=[CH:23][CH:24]=[CH:25][CH:26]=1, predict the reactants needed to synthesize it. The reactants are: Cl[C:2]1[C:7]([C:8]#[N:9])=[CH:6][N:5]=[CH:4][C:3]=1[C:10]1[CH:15]=[CH:14][C:13]([O:16][CH3:17])=[C:12]([O:18][CH3:19])[CH:11]=1.[CH2:20]([O:27][C:28]1[CH:29]=[C:30]([CH:32]=[CH:33][C:34]=1[Cl:35])[NH2:31])[C:21]1[CH:26]=[CH:25][CH:24]=[CH:23][CH:22]=1.